Dataset: Catalyst prediction with 721,799 reactions and 888 catalyst types from USPTO. Task: Predict which catalyst facilitates the given reaction. (1) Reactant: [Cl:1][C:2]1[CH:7]=[CH:6][C:5]([OH:8])=[C:4]([F:9])[CH:3]=1.[F-].[K+].[F:12][C:13]([F:17])([F:16])[CH2:14]I.O. Product: [Cl:1][C:2]1[CH:7]=[CH:6][C:5]([O:8][CH2:14][C:13]([F:17])([F:16])[F:12])=[C:4]([F:9])[CH:3]=1. The catalyst class is: 5. (2) Reactant: [NH2:1][C:2]1[CH:9]=[C:8]([O:10][CH3:11])[C:7]([Br:12])=[CH:6][C:3]=1[C:4]#[N:5].[C:13]([O:17][C:18]([NH:20][C@H:21]([CH2:25][CH:26]([CH3:28])[CH3:27])[C:22](O)=[O:23])=[O:19])([CH3:16])([CH3:15])[CH3:14].O=P(Cl)(Cl)Cl. Product: [C:13]([O:17][C:18](=[O:19])[NH:20][C@H:21]([CH2:25][CH:26]([CH3:27])[CH3:28])[C:22]([NH:1][C:2]1[CH:9]=[C:8]([O:10][CH3:11])[C:7]([Br:12])=[CH:6][C:3]=1[C:4]#[N:5])=[O:23])([CH3:16])([CH3:15])[CH3:14]. The catalyst class is: 17. (3) Reactant: [O:1]=[C:2]([C:11]1[CH:16]=[CH:15][CH:14]=[CH:13][CH:12]=1)[CH2:3][C:4]1[CH:5]=[CH:6][C:7](=[O:10])[NH:8][N:9]=1.[BrH:17].[Br-].[Br-].[Br-].[NH+]1C=CC=CC=1.[NH+]1C=CC=CC=1.[NH+]1C=CC=CC=1. Product: [Br:17][CH:3]([C:4]1[CH:5]=[CH:6][C:7](=[O:10])[NH:8][N:9]=1)[C:2](=[O:1])[C:11]1[CH:16]=[CH:15][CH:14]=[CH:13][CH:12]=1. The catalyst class is: 15. (4) Reactant: C([O-])([O-])=O.[K+].[K+].[Cl:7][C:8]1[NH:9][C:10]2[CH:16]=[CH:15][CH:14]=[CH:13][C:11]=2[N:12]=1.Br[CH2:18][C:19]([O:21][C:22]([CH3:25])([CH3:24])[CH3:23])=[O:20]. Product: [Cl:7][C:8]1[N:12]([CH2:18][C:19]([O:21][C:22]([CH3:25])([CH3:24])[CH3:23])=[O:20])[C:11]2[CH:13]=[CH:14][CH:15]=[CH:16][C:10]=2[N:9]=1. The catalyst class is: 21. (5) Reactant: [CH3:1][NH:2][C:3]([NH2:5])=[O:4].C[O-].[Na+].C(O[C:12](=[O:27])[CH:13]([CH2:19][C:20]1[CH:25]=[CH:24][CH:23]=[C:22]([Cl:26])[CH:21]=1)[C:14]([O:16]CC)=O)C.O. Product: [Cl:26][C:22]1[CH:21]=[C:20]([CH:25]=[CH:24][CH:23]=1)[CH2:19][CH:13]1[C:12](=[O:27])[N:2]([CH3:1])[C:3](=[O:4])[NH:5][C:14]1=[O:16]. The catalyst class is: 9. (6) Reactant: [CH2:1]([N:8]([CH2:20][C:21]1[CH:26]=[CH:25][CH:24]=[CH:23][CH:22]=1)[CH:9]([C:13]1([OH:19])[CH2:18][CH2:17][CH2:16][CH2:15][CH2:14]1)[C:10]([OH:12])=[O:11])[C:2]1[CH:7]=[CH:6][CH:5]=[CH:4][CH:3]=1.F[C:28]1[CH:33]=[CH:32][CH:31]=[CH:30][C:29]=1[N+:34]([O-])=O.C[Si]([N-][Si](C)(C)C)(C)C.[K+].C1(C)C=CC=CC=1.OS([O-])(=O)=O.[K+]. Product: [NH2:34][C:29]1[CH:30]=[CH:31][CH:32]=[CH:33][C:28]=1[O:19][C:13]1([CH:9]([N:8]([CH2:1][C:2]2[CH:3]=[CH:4][CH:5]=[CH:6][CH:7]=2)[CH2:20][C:21]2[CH:26]=[CH:25][CH:24]=[CH:23][CH:22]=2)[C:10]([OH:12])=[O:11])[CH2:14][CH2:15][CH2:16][CH2:17][CH2:18]1. The catalyst class is: 20.